Dataset: Full USPTO retrosynthesis dataset with 1.9M reactions from patents (1976-2016). Task: Predict the reactants needed to synthesize the given product. (1) Given the product [CH2:1]([S:3]([N:6]1[CH2:11][CH2:10][CH:9]([C:12]2[C:20]3[C:15](=[C:16]([C:28]([NH2:30])=[O:29])[CH:17]=[C:18]([C:21]4[CH:25]=[C:24]([CH2:26][N:32]5[CH2:36][CH2:35][CH2:34][C@@H:33]5[CH3:37])[S:23][CH:22]=4)[CH:19]=3)[NH:14][CH:13]=2)[CH2:8][CH2:7]1)(=[O:4])=[O:5])[CH3:2], predict the reactants needed to synthesize it. The reactants are: [CH2:1]([S:3]([N:6]1[CH2:11][CH2:10][CH:9]([C:12]2[C:20]3[C:15](=[C:16]([C:28]([NH2:30])=[O:29])[CH:17]=[C:18]([C:21]4[CH:25]=[C:24]([CH:26]=O)[S:23][CH:22]=4)[CH:19]=3)[NH:14][CH:13]=2)[CH2:8][CH2:7]1)(=[O:5])=[O:4])[CH3:2].C[N:32]1[CH2:36][CH2:35][CH2:34][C@@H:33]1[CH3:37].C(O[BH-](OC(=O)C)OC(=O)C)(=O)C.[Na+]. (2) Given the product [F:47][C:20]([F:19])([F:48])[C:21]1[CH:22]=[C:23]([CH:44]=[CH:45][CH:46]=1)[CH2:24][NH:25][C:26](=[O:43])[C:27]1[CH:32]=[CH:31][N:30]=[C:29]([C:33]2[CH:38]=[C:37]([N:5]([CH2:6][CH2:7][O:8][CH3:9])[CH2:4][CH2:3][O:2][CH3:1])[CH:36]=[CH:35][C:34]=2[N+:40]([O-:42])=[O:41])[CH:28]=1, predict the reactants needed to synthesize it. The reactants are: [CH3:1][O:2][CH2:3][CH2:4][NH:5][CH2:6][CH2:7][O:8][CH3:9].C(N(CC)C(C)C)(C)C.[F:19][C:20]([F:48])([F:47])[C:21]1[CH:22]=[C:23]([CH:44]=[CH:45][CH:46]=1)[CH2:24][NH:25][C:26](=[O:43])[C:27]1[CH:32]=[CH:31][N:30]=[C:29]([C:33]2[CH:38]=[C:37](F)[CH:36]=[CH:35][C:34]=2[N+:40]([O-:42])=[O:41])[CH:28]=1. (3) Given the product [Cl:9][C:3]1[CH:4]=[C:5]([NH2:6])[CH:7]=[CH:8][C:2]=1[C:14]1[CH:15]=[CH:16][C:11]([Cl:10])=[CH:12][CH:13]=1, predict the reactants needed to synthesize it. The reactants are: Br[C:2]1[CH:8]=[CH:7][C:5]([NH2:6])=[CH:4][C:3]=1[Cl:9].[Cl:10][C:11]1[CH:16]=[CH:15][C:14](B(O)O)=[CH:13][CH:12]=1.C([O-])([O-])=O.[K+].[K+].O. (4) Given the product [C:13]([C:3]1[C:2]([F:1])=[C:7]([O:8][CH3:9])[CH:6]=[C:5]([O:10][CH3:11])[C:4]=1[F:12])#[CH:14], predict the reactants needed to synthesize it. The reactants are: [F:1][C:2]1[C:7]([O:8][CH3:9])=[CH:6][C:5]([O:10][CH3:11])=[C:4]([F:12])[C:3]=1[C:13]#[C:14][Si](C)(C)C.CO.[F-].[Cs+].